This data is from Catalyst prediction with 721,799 reactions and 888 catalyst types from USPTO. The task is: Predict which catalyst facilitates the given reaction. Product: [N:13]1[CH:14]=[CH:15][CH:16]=[CH:11][C:12]=1[S:9][C:3]1[CH:4]=[C:5]([Cl:8])[CH:6]=[CH:7][C:2]=1[Cl:1]. The catalyst class is: 6. Reactant: [Cl:1][C:2]1[CH:7]=[CH:6][C:5]([Cl:8])=[CH:4][C:3]=1[SH:9].F[C:11]1[CH:12]=[N:13][CH:14]=[CH:15][CH:16]=1.C(=O)([O-])[O-].[K+].[K+].